This data is from hERG Central: cardiac toxicity at 1µM, 10µM, and general inhibition. The task is: Predict hERG channel inhibition at various concentrations. (1) Results: hERG_inhib (hERG inhibition (general)): blocker. The drug is N#CC1(NC(=O)CN2C(=O)NC(c3ccccc3)(c3ccccc3)C2=O)CCCC1. (2) Results: hERG_inhib (hERG inhibition (general)): blocker. The compound is Cc1ccccc1Nc1nc(N)nc(CN2CCN(c3ccccn3)CC2)n1. (3) The molecule is Cc1ccc(C[n+]2cc(-c3ccc(Cl)cc3)n3c2CCC3)cc1.[Cl-]. Results: hERG_inhib (hERG inhibition (general)): blocker. (4) The compound is C=CCc1ccccc1OCC(O)CN1CCN(c2ccccc2OC)CC1.Cl. Results: hERG_inhib (hERG inhibition (general)): blocker. (5) The drug is O=C(c1ccc2c(c1)OCO2)C1CCCN(Cc2cc(F)ccc2-n2cccn2)C1. Results: hERG_inhib (hERG inhibition (general)): blocker. (6) The drug is O=C(/C=C/c1ccc(Cl)cc1)NC(=S)N1C[C@H]2C[C@H](C1)c1cccc(=O)n1C2. Results: hERG_inhib (hERG inhibition (general)): blocker. (7) The compound is c1ccc(Cc2noc(CN3CCCN(C4Cc5ccccc5C4)CC3)n2)cc1. Results: hERG_inhib (hERG inhibition (general)): blocker. (8) The compound is Cc1ccnc(NC(=O)c2ccc(Cl)c(S(=O)(=O)N3CCCCC3)c2)c1. Results: hERG_inhib (hERG inhibition (general)): blocker. (9) The compound is COc1cccc(CNC(=O)CCC2CCCN(Cc3ccc(OC(F)F)cc3)C2)c1. Results: hERG_inhib (hERG inhibition (general)): blocker. (10) The compound is COc1ccc(C(CCN2CCOCC2)c2c(OC)cc(OC)c3c(C)cc(=O)oc23)cc1. Results: hERG_inhib (hERG inhibition (general)): blocker.